This data is from Full USPTO retrosynthesis dataset with 1.9M reactions from patents (1976-2016). The task is: Predict the reactants needed to synthesize the given product. (1) Given the product [OH:18][C:3]1[CH:4]=[CH:5][C:6]([C:7]([C:9]2[CH:14]=[CH:13][C:12]([OH:27])=[CH:11][CH:10]=2)=[O:8])=[CH:15][CH:2]=1, predict the reactants needed to synthesize it. The reactants are: O[C:2]1[C:3]([OH:18])=[C:4](O)[C:5](O)=[C:6]([CH:15]=1)[C:7]([C:9]1[CH:14]=[CH:13][CH:12]=[CH:11][CH:10]=1)=[O:8].[OH-].[Na+].C1([O-:27])C=CC=CC=1.[Na+].[Na+].C1([O-])C=CC=CC=1.ClC([SiH2]OC)Cl. (2) Given the product [CH:1]1([N:4]([CH:5]2[CH2:10][CH2:9][N:8]([C:11]3[CH:16]=[N:15][C:14]([CH2:17][CH3:18])=[CH:13][N:12]=3)[CH2:7][CH2:6]2)[C:23](=[O:24])[C:22]2[CH:26]=[CH:27][C:28]([C:29]3[O:33][CH:32]=[N:31][CH:30]=3)=[C:20]([F:19])[CH:21]=2)[CH2:2][CH2:3]1, predict the reactants needed to synthesize it. The reactants are: [CH:1]1([NH:4][CH:5]2[CH2:10][CH2:9][N:8]([C:11]3[CH:16]=[N:15][C:14]([CH2:17][CH3:18])=[CH:13][N:12]=3)[CH2:7][CH2:6]2)[CH2:3][CH2:2]1.[F:19][C:20]1[CH:21]=[C:22]([CH:26]=[CH:27][C:28]=1[C:29]1[O:33][CH:32]=[N:31][CH:30]=1)[C:23](O)=[O:24]. (3) Given the product [F:26][C:14]1[CH:13]=[C:12]([N:7]2[C:8](=[O:11])[C:9]3[S:10][C:2]([C:28]#[C:27][C:29]4([OH:34])[CH2:33][CH2:32][CH2:31][CH2:30]4)=[CH:3][C:4]=3[N:5]=[CH:6]2)[CH:17]=[CH:16][C:15]=1[O:18][CH2:19][CH2:20][N:21]1[CH2:25][CH2:24][CH2:23][CH2:22]1, predict the reactants needed to synthesize it. The reactants are: Br[C:2]1[S:10][C:9]2[C:8](=[O:11])[N:7]([C:12]3[CH:17]=[CH:16][C:15]([O:18][CH2:19][CH2:20][N:21]4[CH2:25][CH2:24][CH2:23][CH2:22]4)=[C:14]([F:26])[CH:13]=3)[CH:6]=[N:5][C:4]=2[CH:3]=1.[C:27]([C:29]1([OH:34])[CH2:33][CH2:32][CH2:31][CH2:30]1)#[CH:28]. (4) The reactants are: C(OC([N:8]1[CH2:12][CH2:11][CH2:10][CH:9]1[C:13]1[NH:14][C:15]([C:18]2[CH:27]=[CH:26][C:25]3[C:20](=[CH:21][CH:22]=[C:23]([Br:28])[CH:24]=3)[CH:19]=2)=[CH:16][N:17]=1)=O)(C)(C)C.Cl.O1CCOCC1.[CH3:36][O:37][C:38]([NH:40][CH:41]([CH:45]([CH3:47])[CH3:46])[C:42](O)=[O:43])=[O:39].P([O-])([O-])([O-])=O.[K+].[K+].[K+].CN(C(ON1N=NC2C=CC=NC1=2)=[N+](C)C)C.F[P-](F)(F)(F)(F)F. Given the product [CH3:36][O:37][C:38](=[O:39])[NH:40][CH:41]([C:42]([N:8]1[CH2:12][CH2:11][CH2:10][CH:9]1[C:13]1[NH:14][C:15]([C:18]2[CH:27]=[CH:26][C:25]3[C:20](=[CH:21][CH:22]=[C:23]([Br:28])[CH:24]=3)[CH:19]=2)=[CH:16][N:17]=1)=[O:43])[CH:45]([CH3:47])[CH3:46], predict the reactants needed to synthesize it. (5) Given the product [CH3:6][NH:7][C@@H:8]([C:30]1[CH:31]=[CH:32][C:33]([O:36][CH2:37][CH2:38][OH:39])=[CH:34][CH:35]=1)[CH2:9][N:10]1[CH2:14][CH2:13][C@H:12]([O:15][CH2:16][CH2:17][O:18][CH2:19][CH2:20][O:21][CH2:22][CH2:23][O:24][C:25]([F:26])([F:28])[F:27])[CH2:11]1, predict the reactants needed to synthesize it. The reactants are: C(O[C:6](=O)[NH:7][C@@H:8]([C:30]1[CH:35]=[CH:34][C:33]([O:36][CH2:37][CH2:38][O:39][Si](C(C)(C)C)(C)C)=[CH:32][CH:31]=1)[C:9](=O)[N:10]1[CH2:14][CH2:13][C@H:12]([O:15][CH2:16][CH2:17][O:18][CH2:19][CH2:20][O:21][CH2:22][CH2:23][O:24][C:25]([F:28])([F:27])[F:26])[CH2:11]1)(C)(C)C.[H-].[Al+3].[Li+].[H-].[H-].[H-].C(=O)([O-])[O-].[Na+].[Na+].ClCCl.